This data is from Full USPTO retrosynthesis dataset with 1.9M reactions from patents (1976-2016). The task is: Predict the reactants needed to synthesize the given product. (1) Given the product [F:10][C:9]([F:12])([F:11])[C:8]([C:6]1[N:7]=[C:2]([CH:26]=[O:27])[CH:3]=[CH:4][CH:5]=1)([OH:17])[C:13]([F:16])([F:15])[F:14], predict the reactants needed to synthesize it. The reactants are: Br[C:2]1[N:7]=[C:6]([C:8]([OH:17])([C:13]([F:16])([F:15])[F:14])[C:9]([F:12])([F:11])[F:10])[CH:5]=[CH:4][CH:3]=1.[Li]CCCC.CN([CH:26]=[O:27])C. (2) Given the product [O:35]1[C:36]2[C:28]([NH:27][C:8]3[CH:7]=[CH:6][C:5]4[C:10](=[CH:11][CH:12]=[CH:13][C:4]=4[NH:1][S:23]([C:18]4[CH:17]=[C:16]([F:15])[CH:21]=[C:20]([F:22])[CH:19]=4)(=[O:25])=[O:24])[N:9]=3)=[CH:29][CH:30]=[CH:31][C:32]=2[CH2:33][CH2:34]1, predict the reactants needed to synthesize it. The reactants are: [N+:1]([C:4]1[CH:13]=[CH:12][CH:11]=[C:10]2[C:5]=1[CH:6]=[CH:7][C:8](Cl)=[N:9]2)([O-])=O.[F:15][C:16]1[CH:17]=[C:18]([S:23](Cl)(=[O:25])=[O:24])[CH:19]=[C:20]([F:22])[CH:21]=1.[NH2:27][C:28]1[C:36]2[O:35][CH2:34][CH2:33][C:32]=2[CH:31]=[CH:30][CH:29]=1. (3) Given the product [CH3:1][O:2][Si:3]([O:10][CH3:9])([O:6][CH3:7])[O:4][CH3:5], predict the reactants needed to synthesize it. The reactants are: [CH3:1][O:2][SiH:3]([O:6][CH3:7])[O:4][CH3:5].N[CH2:9][O:10][Si](CCC)(OC)OC. (4) Given the product [CH2:32]([O:12][C@H:10]1[CH2:11][N:7]([CH:1]2[CH2:6][CH2:5][CH2:4][CH2:3][CH2:2]2)[CH2:8][C@@H:9]1[NH:13][C:14](=[O:29])[CH2:15][NH:16][C:17](=[O:28])[C:18]1[CH:23]=[CH:22][CH:21]=[C:20]([C:24]([F:26])([F:27])[F:25])[CH:19]=1)[C:33]#[C:34][CH3:35], predict the reactants needed to synthesize it. The reactants are: [CH:1]1([N:7]2[CH2:11][C@H:10]([OH:12])[C@@H:9]([NH:13][C:14](=[O:29])[CH2:15][NH:16][C:17](=[O:28])[C:18]3[CH:23]=[CH:22][CH:21]=[C:20]([C:24]([F:27])([F:26])[F:25])[CH:19]=3)[CH2:8]2)[CH2:6][CH2:5][CH2:4][CH2:3][CH2:2]1.[H-].[Na+].[CH2:32](Br)[C:33]#[C:34][CH3:35].[NH4+].[Cl-]. (5) Given the product [CH3:17][N:14]1[CH2:13][CH2:12][N:11]([C:7]2[CH:6]=[C:5]([CH:10]=[CH:9][CH:8]=2)[C:1]([OH:3])=[O:2])[CH2:16][CH2:15]1, predict the reactants needed to synthesize it. The reactants are: [C:1]([C:5]1[CH:6]=[C:7]([N:11]2[CH2:16][CH2:15][N:14]([CH3:17])[CH2:13][CH2:12]2)[CH:8]=[CH:9][CH:10]=1)([O:3]C)=[O:2].O.[OH-].[Li+].Cl. (6) Given the product [CH2:1]([O:8][C:9]1[CH:14]=[CH:13][C:12]([C@@H:15]([OH:18])[CH2:16][Br:17])=[CH:11][C:10]=1[NH:19][CH:22]=[O:23])[C:2]1[CH:7]=[CH:6][CH:5]=[CH:4][CH:3]=1, predict the reactants needed to synthesize it. The reactants are: [CH2:1]([O:8][C:9]1[CH:14]=[CH:13][C:12]([C@@H:15]([OH:18])[CH2:16][Br:17])=[CH:11][C:10]=1[N+:19]([O-])=O)[C:2]1[CH:7]=[CH:6][CH:5]=[CH:4][CH:3]=1.[CH:22](O)=[O:23].C(OC(=O)C)(=O)C. (7) Given the product [ClH:36].[ClH:36].[C:1]([C:5]1[CH:6]=[CH:7][C:8]([CH2:9][N:10]2[CH2:14][CH2:13][C@@H:12]([NH:15][C:16]3[N:21]=[CH:20][C:19](/[CH:22]=[CH:23]/[C:24]([NH:26][OH:27])=[O:25])=[CH:18][CH:17]=3)[CH2:11]2)=[CH:34][CH:35]=1)([CH3:4])([CH3:2])[CH3:3], predict the reactants needed to synthesize it. The reactants are: [C:1]([C:5]1[CH:35]=[CH:34][C:8]([CH2:9][N:10]2[CH2:14][CH2:13][C@@H:12]([NH:15][C:16]3[N:21]=[CH:20][C:19](/[CH:22]=[CH:23]/[C:24]([NH:26][O:27]C4CCCCO4)=[O:25])=[CH:18][CH:17]=3)[CH2:11]2)=[CH:7][CH:6]=1)([CH3:4])([CH3:3])[CH3:2].[ClH:36]. (8) Given the product [F:15][C:2]([F:1])([F:14])[C:3]([NH:5][C:6]1[CH:11]=[CH:10][C:9]([Cl:12])=[CH:8][C:7]=1[O:13][CH2:17][C:18]1[CH:27]=[CH:26][C:21]([C:22]([O:24][CH3:25])=[O:23])=[CH:20][CH:19]=1)=[O:4], predict the reactants needed to synthesize it. The reactants are: [F:1][C:2]([F:15])([F:14])[C:3]([NH:5][C:6]1[CH:11]=[CH:10][C:9]([Cl:12])=[CH:8][C:7]=1[OH:13])=[O:4].Br[CH2:17][C:18]1[CH:27]=[CH:26][C:21]([C:22]([O:24][CH3:25])=[O:23])=[CH:20][CH:19]=1.C(=O)([O-])[O-].[K+].[K+].Cl.